This data is from Forward reaction prediction with 1.9M reactions from USPTO patents (1976-2016). The task is: Predict the product of the given reaction. (1) Given the reactants Br[C:2]1[N:10]=[CH:9][C:8]2[NH:7][C:6]3[N:11]=[CH:12][C:13]([C:15]4[CH:20]=[CH:19][C:18]([CH2:21][N:22]5[CH2:27][CH2:26][O:25][CH2:24][CH2:23]5)=[CH:17][CH:16]=4)=[CH:14][C:5]=3[C:4]=2[CH:3]=1.[CH3:28][N:29]1[CH:33]=[C:32](B2OC(C)(C)C(C)(C)O2)[CH:31]=[N:30]1, predict the reaction product. The product is: [CH3:28][N:29]1[CH:33]=[C:32]([C:2]2[N:10]=[CH:9][C:8]3[NH:7][C:6]4[N:11]=[CH:12][C:13]([C:15]5[CH:20]=[CH:19][C:18]([CH2:21][N:22]6[CH2:23][CH2:24][O:25][CH2:26][CH2:27]6)=[CH:17][CH:16]=5)=[CH:14][C:5]=4[C:4]=3[CH:3]=2)[CH:31]=[N:30]1. (2) Given the reactants [C:1]([N:5]([CH3:29])[C:6]([C:8]1[N:12]2[CH2:13][CH2:14][C:15]3[C:20]([C:11]2=[C:10]([C:24]2[S:25][CH:26]=[CH:27][CH:28]=2)[CH:9]=1)=[CH:19][C:18]([OH:21])=[C:17]([O:22][CH3:23])[CH:16]=3)=[O:7])([CH3:4])([CH3:3])[CH3:2].[CH2:30]([O:32][C:33](=[O:36])[CH2:34]Br)[CH3:31].C([O-])([O-])=O.[Cs+].[Cs+].O, predict the reaction product. The product is: [CH2:30]([O:32][C:33](=[O:36])[CH2:34][O:21][C:18]1[CH:19]=[C:20]2[C:15]([CH2:14][CH2:13][N:12]3[C:8]([C:6](=[O:7])[N:5]([C:1]([CH3:3])([CH3:4])[CH3:2])[CH3:29])=[CH:9][C:10]([C:24]4[S:25][CH:26]=[CH:27][CH:28]=4)=[C:11]32)=[CH:16][C:17]=1[O:22][CH3:23])[CH3:31]. (3) Given the reactants [NH2:1][C:2]1[C:6]2[C:7]([O:11][CH2:12][C:13]3[CH:18]=[CH:17][CH:16]=[CH:15][CH:14]=3)=[N:8][CH:9]=[CH:10][C:5]=2[N:4]([CH:19]([CH3:23])[CH2:20][C:21]#[N:22])[N:3]=1.[CH3:24][N:25]([CH3:36])[S:26]([C:29]1[CH:34]=[CH:33][C:32](Br)=[CH:31][CH:30]=1)(=[O:28])=[O:27].C(P(C(C)(C)C)C1C(C)=C(C)C(C)=C(C)C=1C1C(C(C)C)=CC(C(C)C)=CC=1C(C)C)(C)(C)C.[O-]P([O-])([O-])=O.[K+].[K+].[K+].C(O)(CC)(C)C, predict the reaction product. The product is: [CH2:12]([O:11][C:7]1[C:6]2[C:2]([NH:1][C:32]3[CH:31]=[CH:30][C:29]([S:26]([N:25]([CH3:36])[CH3:24])(=[O:27])=[O:28])=[CH:34][CH:33]=3)=[N:3][N:4]([CH:19]([CH3:23])[CH2:20][C:21]#[N:22])[C:5]=2[CH:10]=[CH:9][N:8]=1)[C:13]1[CH:18]=[CH:17][CH:16]=[CH:15][CH:14]=1. (4) The product is: [CH3:19][C:5]1[C:6]([C:8]2[CH:13]=[CH:12][C:11]([C:14](=[O:17])[CH2:15][CH3:16])=[CH:10][C:9]=2[CH3:18])=[CH:7][C:2]([NH:1][C:27](=[O:28])[O:29][C:30]([CH3:33])([CH3:32])[CH3:31])=[CH:3][CH:4]=1. Given the reactants [NH2:1][C:2]1[CH:3]=[CH:4][C:5]([CH3:19])=[C:6]([C:8]2[CH:13]=[CH:12][C:11]([C:14](=[O:17])[CH2:15][CH3:16])=[CH:10][C:9]=2[CH3:18])[CH:7]=1.C(N(CC)CC)C.[C:27](O[C:27]([O:29][C:30]([CH3:33])([CH3:32])[CH3:31])=[O:28])([O:29][C:30]([CH3:33])([CH3:32])[CH3:31])=[O:28].O, predict the reaction product. (5) Given the reactants [Cl-].[Cl-].[Cl-].[Al+3].[N-:5]=[N+:6]=[N-:7].[Na+].[F:9][C:10]1[CH:15]=[CH:14][CH:13]=[C:12]([N:16]=[C:17]=[O:18])[C:11]=1[CH3:19].N([O-])=O.[Na+].Cl, predict the reaction product. The product is: [CH3:19][C:11]1[C:10]([F:9])=[CH:15][CH:14]=[CH:13][C:12]=1[N:16]1[C:17](=[O:18])[NH:7][N:6]=[N:5]1. (6) Given the reactants [H-].[Na+].[Cl:3][C:4]1[CH:5]=[C:6]([N+:11]([O-:13])=[O:12])[C:7]([OH:10])=[N:8][CH:9]=1.[CH3:14]I, predict the reaction product. The product is: [Cl:3][C:4]1[CH:5]=[C:6]([N+:11]([O-:13])=[O:12])[C:7](=[O:10])[N:8]([CH3:14])[CH:9]=1. (7) Given the reactants [C:1]([O:5][C:6]([N:8]1[CH2:13][CH2:12][CH2:11][CH:10]([C:14]#[N:15])[CH2:9]1)=[O:7])([CH3:4])([CH3:3])[CH3:2].[NH2:16][OH:17], predict the reaction product. The product is: [C:1]([O:5][C:6]([N:8]1[CH2:13][CH2:12][CH2:11][CH:10]([C:14](=[NH:15])[NH:16][OH:17])[CH2:9]1)=[O:7])([CH3:4])([CH3:3])[CH3:2]. (8) Given the reactants [CH2:1]([O:8][CH2:9][CH2:10][NH:11][CH3:12])[C:2]1[CH:7]=[CH:6][CH:5]=[CH:4][CH:3]=1.O=[C:14]1[CH2:17][N:16]([C:18]([O:20][C:21]([CH3:24])([CH3:23])[CH3:22])=[O:19])[CH2:15]1.[BH3-]C#N.[Na+].O, predict the reaction product. The product is: [CH2:1]([O:8][CH2:9][CH2:10][N:11]([CH3:12])[CH:14]1[CH2:17][N:16]([C:18]([O:20][C:21]([CH3:24])([CH3:23])[CH3:22])=[O:19])[CH2:15]1)[C:2]1[CH:7]=[CH:6][CH:5]=[CH:4][CH:3]=1.